From a dataset of Peptide-MHC class II binding affinity with 134,281 pairs from IEDB. Regression. Given a peptide amino acid sequence and an MHC pseudo amino acid sequence, predict their binding affinity value. This is MHC class II binding data. (1) The binding affinity (normalized) is 0. The MHC is DRB1_0404 with pseudo-sequence DRB1_0404. The peptide sequence is GVTYEIDLTNKN. (2) The peptide sequence is LEKISNEIKIVATPD. The MHC is HLA-DPA10103-DPB10401 with pseudo-sequence HLA-DPA10103-DPB10401. The binding affinity (normalized) is 0.143. (3) The peptide sequence is YDKFLANVSTVLTKK. The MHC is DRB1_0404 with pseudo-sequence DRB1_0404. The binding affinity (normalized) is 0.804. (4) The peptide sequence is PEDSALLEDPAG. The MHC is DRB1_0701 with pseudo-sequence DRB1_0701. The binding affinity (normalized) is 0. (5) The peptide sequence is SYKICTDKMFFVKNP. The MHC is HLA-DQA10102-DQB10501 with pseudo-sequence HLA-DQA10102-DQB10501. The binding affinity (normalized) is 0.626. (6) The binding affinity (normalized) is 0.387. The peptide sequence is LMCEIEGHHLASAAI. The MHC is DRB4_0101 with pseudo-sequence DRB4_0103. (7) The peptide sequence is EKKYFAATQFEWLAA. The MHC is HLA-DQA10101-DQB10501 with pseudo-sequence HLA-DQA10101-DQB10501. The binding affinity (normalized) is 0.337.